From a dataset of Drug-target binding data from BindingDB using IC50 measurements. Regression. Given a target protein amino acid sequence and a drug SMILES string, predict the binding affinity score between them. We predict pIC50 (pIC50 = -log10(IC50 in M); higher means more potent). Dataset: bindingdb_ic50. (1) The compound is Fc1ccc(-c2cnc(-c3cccs3)o2)cc1. The target protein (P34707) has sequence MGGSSRRQRSTSATRRDDKRRRRQCFSSVADDEEETTSIYGVSSIFIWILATSSLILVISSPSSNTSIQSSSYDRITTKHLLDNISPTFKMYTDSNNRNFDEVNHQHQQEQDFNGQSKYDYPQFNRPMGLRWRDDQRMMEYFMSNGPVETVPVMPILTEHPPASPFGRGPSTERPTTSSRYEYSSPSLEDIDLIDVLWRSDIAGEKGTRQVAPADQYECDLQTLTEKSTVAPLTAEENARYEDLSKGFYNGFFESFNNNQYQQKHQQQQREQIKTPTLEHPTQKAELEDDLFDEDLAQLFEDVSREEGQLNQLFDNKQQHPVINNVSLSEGIVYNQANLTEMQEMRDSCNQVSISTIPTTSTAQPETLFNVTDSQTVEQWLPTEVVPNDVFPTSNYAYIGMQNDSLQAVVSNGQIDYDHSYQSTGQTPLSPLIIGSSGRQQQTQTSPGSVTVTATATQSLFDPYHSQRHSFSDCTTDSSSTCSRLSSESPRYTSESSTGT.... The pIC50 is 4.6. (2) The pIC50 is 4.8. The compound is CCC(=NN=C(N)N)c1cccc(C(=N)N)c1. The target protein (P36633) has sequence MCLAFGWAAVILVLQTVDTASAVRTPYDKARVFADLSPQEIKAVHSFLMNREELGLQPSKEPTLAKNSVFLIEMLLPKKKHVLKFLDEGRKGPNREARAVIFFGAQDYPNVTEFAVGPLPRPYYIRALSPRPGHHLSWSSRPISTAEYDLLYHTLKRATMPLHQFFLDTTGFSFLGCDDRCLTFTDVAPRGVASGQRRSWFIVQRYVEGYFLHPTGLEILLDHGSTDVQDWRVEQLWYNGKFYNNPEELARKYAVGEVDTVVLEDPLPNGTEKPPLFSSYKPRGEFHTPVNVAGPHVVQPSGPRYKLEGNTVLYGGWSFSYRLRSSSGLQIFNVLFGGERVAYEVSVQEAVALYGGHTPAGMQTKYIDVGWGLGSVTHELAPGIDCPETATFLDAFHYYDSDGPVHYPHALCLFEMPTGVPLRRHFNSNFKGGFNFYAGLKGYVLVLRTTSTVYNYDYIWDFIFYSNGVMEAKMHATGYVHATFYTPEGLRHGTRLQTHL....